This data is from Forward reaction prediction with 1.9M reactions from USPTO patents (1976-2016). The task is: Predict the product of the given reaction. Given the reactants [CH2:1]1[CH:8]([N:9]2[C:18](=[O:19])[C:17]3[C:12](=[CH:13][CH:14]=[CH:15][CH:16]=3)[C:10]2=[O:11])C(=O)O[C:3](=O)[CH2:2]1.[CH2:20](N)[CH2:21][C:22]1C=CC=C[CH:23]=1, predict the reaction product. The product is: [CH2:8]([N:9]1[C:10](=[O:11])[C:12]2=[CH:13][CH:14]=[CH:15][CH:16]=[C:17]2[C:18]1=[O:19])[CH2:1][C:2]1[CH:3]=[CH:23][CH:22]=[CH:21][CH:20]=1.